Task: Regression. Given a peptide amino acid sequence and an MHC pseudo amino acid sequence, predict their binding affinity value. This is MHC class I binding data.. Dataset: Peptide-MHC class I binding affinity with 185,985 pairs from IEDB/IMGT (1) The peptide sequence is KVEKYLPEVI. The MHC is HLA-A02:06 with pseudo-sequence HLA-A02:06. The binding affinity (normalized) is 0.390. (2) The peptide sequence is VPQTDAGVT. The MHC is HLA-A31:01 with pseudo-sequence HLA-A31:01. The binding affinity (normalized) is 0.410. (3) The peptide sequence is IIIPFIAYFV. The MHC is HLA-A68:01 with pseudo-sequence HLA-A68:01. The binding affinity (normalized) is 0.307. (4) The peptide sequence is RVLLLTPEV. The MHC is HLA-A30:01 with pseudo-sequence HLA-A30:01. The binding affinity (normalized) is 0.641. (5) The peptide sequence is PPALNCYWPL. The MHC is HLA-B53:01 with pseudo-sequence HLA-B53:01. The binding affinity (normalized) is 0.